Dataset: Catalyst prediction with 721,799 reactions and 888 catalyst types from USPTO. Task: Predict which catalyst facilitates the given reaction. (1) Reactant: [CH:1]1([CH2:6][C@@H:7]([C:12](=[O:27])[N:13]2[CH:17]([C:18]([NH:20][C:21]3[N:26]=[CH:25][CH:24]=[CH:23][N:22]=3)=[O:19])[CH2:16][CH:15]=[N:14]2)[CH2:8][C:9]([OH:11])=O)[CH2:5][CH2:4][CH2:3][CH2:2]1.CN1CCOCC1.[O:35]1[CH2:40][CH2:39][CH2:38][CH2:37][CH:36]1[O:41][NH2:42].C(Cl)CCl.N1C2C(=NC=CC=2)N(O)N=1. Product: [CH:1]1([CH2:6][C@H:7]([CH2:8][C:9](=[O:11])[NH:42][O:41][CH:36]2[CH2:37][CH2:38][CH2:39][CH2:40][O:35]2)[C:12]([N:13]2[C@H:17]([C:18]([NH:20][C:21]3[N:22]=[CH:23][CH:24]=[CH:25][N:26]=3)=[O:19])[CH2:16][CH:15]=[N:14]2)=[O:27])[CH2:2][CH2:3][CH2:4][CH2:5]1. The catalyst class is: 4. (2) Reactant: Cl[CH:2]([N:7]=[C:8](Cl)[C:9]1[CH:14]=[CH:13][C:12]([Cl:15])=[CH:11][CH:10]=1)[C:3]([F:6])([F:5])[F:4].[C:17](#[N:20])[CH:18]=[CH2:19].N12CCCN=C1CCCCC2. Product: [Cl:15][C:12]1[CH:13]=[CH:14][C:9]([C:8]2[NH:7][C:2]([C:3]([F:6])([F:5])[F:4])=[CH:19][C:18]=2[C:17]#[N:20])=[CH:10][CH:11]=1. The catalyst class is: 9. (3) Reactant: [O:1]1[C:6]2[CH:7]=[CH:8][CH:9]=[CH:10][C:5]=2[O:4][CH2:3][CH:2]1[CH2:11][N:12]1[CH2:17][CH2:16][CH2:15][C:14]([CH2:19][OH:20])([CH3:18])[CH2:13]1.CCN(C(C)C)C(C)C.Cl[CH2:31][O:32][CH3:33].O. Product: [O:1]1[C:6]2[CH:7]=[CH:8][CH:9]=[CH:10][C:5]=2[O:4][CH2:3][CH:2]1[CH2:11][N:12]1[CH2:17][CH2:16][CH2:15][C:14]([CH2:19][O:20][CH2:31][O:32][CH3:33])([CH3:18])[CH2:13]1. The catalyst class is: 2. (4) Reactant: [Br:1][C:2]1[CH:3]=[C:4]([S:8](Cl)(=[O:10])=[O:9])[CH:5]=[CH:6][CH:7]=1.C[N:13]1[CH2:18][CH2:17][NH:16][CH2:15][CH2:14]1.[CH3:19]CN(C(C)C)C(C)C. Product: [Br:1][C:2]1[CH:7]=[CH:6][CH:5]=[C:4]([S:8]([N:13]2[CH2:18][CH2:17][NH:16][CH2:15][CH:14]2[CH3:19])(=[O:10])=[O:9])[CH:3]=1. The catalyst class is: 5.